This data is from Peptide-MHC class II binding affinity with 134,281 pairs from IEDB. The task is: Regression. Given a peptide amino acid sequence and an MHC pseudo amino acid sequence, predict their binding affinity value. This is MHC class II binding data. (1) The MHC is DRB1_1001 with pseudo-sequence DRB1_1001. The binding affinity (normalized) is 0.0870. The peptide sequence is EITGIMKDFDEPGHL. (2) The peptide sequence is AAATAGTTVYGFFAA. The MHC is HLA-DPA10103-DPB10601 with pseudo-sequence HLA-DPA10103-DPB10601. The binding affinity (normalized) is 0.118. (3) The peptide sequence is SKKYFAATQFEPLAA. The MHC is DRB1_0101 with pseudo-sequence DRB1_0101. The binding affinity (normalized) is 0.697. (4) The peptide sequence is VALDYPSGTSGSPIV. The MHC is DRB1_1101 with pseudo-sequence DRB1_1101. The binding affinity (normalized) is 0.459. (5) The peptide sequence is KFTQFAGKDLESIKG. The MHC is DRB1_0901 with pseudo-sequence DRB1_0901. The binding affinity (normalized) is 0.427. (6) The MHC is DRB5_0101 with pseudo-sequence DRB5_0101. The binding affinity (normalized) is 0.652. The peptide sequence is VKQNTLKLATGMRNV. (7) The peptide sequence is RKPLDNIKDNVGKME. The MHC is HLA-DQA10401-DQB10402 with pseudo-sequence HLA-DQA10401-DQB10402. The binding affinity (normalized) is 0.0636.